This data is from Catalyst prediction with 721,799 reactions and 888 catalyst types from USPTO. The task is: Predict which catalyst facilitates the given reaction. Reactant: [NH:1]1[C:5]2[CH:6]=[CH:7][CH:8]=[C:9]([CH2:10][N:11]([CH2:18][C:19]3[C:24]([CH3:25])=[CH:23][CH:22]=[CH:21][N:20]=3)[CH:12]3[CH2:17][CH2:16][NH:15][CH2:14][CH2:13]3)[C:4]=2[N:3]=[CH:2]1.[O:26]([C:33]([NH:35][OH:36])=O)C1C=CC=CC=1. Product: [OH:36][NH:35][C:33]([N:15]1[CH2:14][CH2:13][CH:12]([N:11]([CH2:10][C:9]2[C:4]3[N:3]=[CH:2][NH:1][C:5]=3[CH:6]=[CH:7][CH:8]=2)[CH2:18][C:19]2[C:24]([CH3:25])=[CH:23][CH:22]=[CH:21][N:20]=2)[CH2:17][CH2:16]1)=[O:26]. The catalyst class is: 1.